Dataset: Forward reaction prediction with 1.9M reactions from USPTO patents (1976-2016). Task: Predict the product of the given reaction. (1) Given the reactants Br[C:2]1[CH:3]=[CH:4][C:5]2[N:6]([C:15]3[C:20]4[S:21][C:22]5[CH:27]=[CH:26][CH:25]=[CH:24][C:23]=5[C:19]=4[CH:18]=[CH:17][CH:16]=3)[C:7]3[C:12]([C:13]=2[CH:14]=1)=[CH:11][CH:10]=[CH:9][CH:8]=3.[B:28]1([B:28]2[O:32][C:31]([CH3:34])([CH3:33])[C:30]([CH3:36])([CH3:35])[O:29]2)[O:32][C:31]([CH3:34])([CH3:33])[C:30]([CH3:36])([CH3:35])[O:29]1.CC([O-])=O.[K+].C(Cl)Cl, predict the reaction product. The product is: [CH:18]1[C:19]2[C:23]3[CH:24]=[CH:25][CH:26]=[CH:27][C:22]=3[S:21][C:20]=2[C:15]([N:6]2[C:5]3[CH:4]=[CH:3][C:2]([B:28]4[O:32][C:31]([CH3:34])([CH3:33])[C:30]([CH3:36])([CH3:35])[O:29]4)=[CH:14][C:13]=3[C:12]3[C:7]2=[CH:8][CH:9]=[CH:10][CH:11]=3)=[CH:16][CH:17]=1. (2) Given the reactants [CH3:1][O:2][C:3]([CH2:5]P(OC)(OC)=O)=[O:4].[H-].[Na+].[C:14]1([C:20]2[CH:29]=[CH:28][CH:27]=[C:26]3[C:21]=2[C:22]([NH:32][CH2:33][C:34]2[CH:39]=[CH:38][CH:37]=[CH:36][N:35]=2)=[N:23][C:24]([CH:30]=O)=[N:25]3)[CH:19]=[CH:18][CH:17]=[CH:16][CH:15]=1, predict the reaction product. The product is: [C:14]1([C:20]2[CH:29]=[CH:28][CH:27]=[C:26]3[C:21]=2[C:22]([NH:32][CH2:33][C:34]2[CH:39]=[CH:38][CH:37]=[CH:36][N:35]=2)=[N:23][C:24](/[CH:30]=[CH:5]/[C:3]([O:2][CH3:1])=[O:4])=[N:25]3)[CH:15]=[CH:16][CH:17]=[CH:18][CH:19]=1. (3) Given the reactants [CH3:1][O:2][C:3]1[C:16]([O:17][CH3:18])=[CH:15][CH:14]=[C:13]([C:19]2[CH:27]=[CH:26][CH:25]=[C:24]3[C:20]=2[CH2:21][CH2:22][C:23]3=[O:28])[C:4]=1[O:5][CH2:6][C:7]([CH3:12])([CH3:11])[C:8](O)=[O:9].[CH3:29][NH:30][CH3:31].COC1C(OC)=CC=C(C2C=CC=C3C=2CCC3=O)C=1OCC(C)(C)C(NC)=O, predict the reaction product. The product is: [CH3:1][O:2][C:3]1[C:16]([O:17][CH3:18])=[CH:15][CH:14]=[C:13]([C:19]2[CH:27]=[CH:26][CH:25]=[C:24]3[C:20]=2[CH2:21][CH2:22][C:23]3=[O:28])[C:4]=1[O:5][CH2:6][C:7]([CH3:12])([CH3:11])[C:8]([N:30]([CH3:31])[CH3:29])=[O:9]. (4) Given the reactants [CH3:1][O:2][C:3](=[O:16])[C@H:4]([CH2:6][C:7]1[C:15]2[C:10](=[CH:11][CH:12]=[CH:13][CH:14]=2)[NH:9][CH:8]=1)[NH2:5].[OH:17][C:18]1[CH:19]=[C:20]([CH:23]=[CH:24][C:25]=1[O:26][CH3:27])[CH:21]=O, predict the reaction product. The product is: [OH:17][C:18]1[CH:19]=[C:20]([CH:21]2[C:8]3[NH:9][C:10]4[C:15]([C:7]=3[CH2:6][CH:4]([C:3]([O:2][CH3:1])=[O:16])[NH:5]2)=[CH:14][CH:13]=[CH:12][CH:11]=4)[CH:23]=[CH:24][C:25]=1[O:26][CH3:27]. (5) Given the reactants C(OC([N:8]1[CH2:13][CH2:12][N:11]([C:14]2[CH:22]=[CH:21][CH:20]=[C:19]3[C:15]=2[CH:16]=[CH:17][N:18]3[S:23]([C:26]2[CH:31]=[CH:30][CH:29]=[CH:28][CH:27]=2)(=[O:25])=[O:24])[CH2:10][CH2:9]1)=O)(C)(C)C, predict the reaction product. The product is: [C:26]1([S:23]([N:18]2[C:19]3[C:15](=[C:14]([N:11]4[CH2:12][CH2:13][NH:8][CH2:9][CH2:10]4)[CH:22]=[CH:21][CH:20]=3)[CH:16]=[CH:17]2)(=[O:25])=[O:24])[CH:27]=[CH:28][CH:29]=[CH:30][CH:31]=1.